Dataset: Forward reaction prediction with 1.9M reactions from USPTO patents (1976-2016). Task: Predict the product of the given reaction. (1) Given the reactants [Cl:1][C:2]1[CH:7]=[CH:6][CH:5]=[C:4]([Cl:8])[C:3]=1[C:9]1[C:13]([CH2:14][O:15][C:16]2[CH:21]=[CH:20][C:19]([NH:22][C:23]3[CH:24]=[CH:25][CH:26]=[C:27]4[C:32]=3[CH:31]=[C:30]([C:33]([O:35]C)=[O:34])[CH:29]=[CH:28]4)=[CH:18][CH:17]=2)=[C:12]([CH:37]([CH3:39])[CH3:38])[O:11][N:10]=1.[OH-].[Li+].O1CCOCC1, predict the reaction product. The product is: [Cl:8][C:4]1[CH:5]=[CH:6][CH:7]=[C:2]([Cl:1])[C:3]=1[C:9]1[C:13]([CH2:14][O:15][C:16]2[CH:17]=[CH:18][C:19]([NH:22][C:23]3[CH:24]=[CH:25][CH:26]=[C:27]4[C:32]=3[CH:31]=[C:30]([C:33]([OH:35])=[O:34])[CH:29]=[CH:28]4)=[CH:20][CH:21]=2)=[C:12]([CH:37]([CH3:39])[CH3:38])[O:11][N:10]=1. (2) Given the reactants Cl[C:2]1[CH:11]=[CH:10][C:9]2[C:4](=[CH:5][CH:6]=[C:7]([C:12]([O:14][CH3:15])=[O:13])[CH:8]=2)[N:3]=1.[CH3:16][N:17](C=O)C, predict the reaction product. The product is: [C:16]([C:2]1[CH:11]=[CH:10][C:9]2[C:4](=[CH:5][CH:6]=[C:7]([C:12]([O:14][CH3:15])=[O:13])[CH:8]=2)[N:3]=1)#[N:17]. (3) Given the reactants C([O:5][C:6]([C:8]1[C:13]([O:14][CH2:15][C:16]2[CH:21]=[CH:20][CH:19]=[CH:18][CH:17]=2)=[C:12]([OH:22])[N:11]=[C:10]([CH2:23][C:24]2([C:29]3[CH:34]=[CH:33][CH:32]=[CH:31][N:30]=3)[CH2:28][CH2:27][CH2:26][CH2:25]2)[N:9]=1)=[O:7])(C)(C)C.O[Li].O.C(OCC)(=O)C, predict the reaction product. The product is: [CH2:15]([O:14][C:13]1[C:8]([C:6]([OH:7])=[O:5])=[N:9][C:10]([CH2:23][C:24]2([C:29]3[CH:34]=[CH:33][CH:32]=[CH:31][N:30]=3)[CH2:25][CH2:26][CH2:27][CH2:28]2)=[N:11][C:12]=1[OH:22])[C:16]1[CH:21]=[CH:20][CH:19]=[CH:18][CH:17]=1. (4) The product is: [CH2:1]([O:3][C:4]([C:6]1[C:11](=[O:12])[NH:10][CH:9]([NH:23][C:24]2[CH:25]=[CH:26][C:27]3[O:31][C:30]([CH2:32][CH3:33])=[C:29]([CH3:34])[C:28]=3[CH:35]=2)[N:8]([CH2:15][C:16]2[CH:21]=[CH:20][C:19]([Cl:22])=[CH:18][CH:17]=2)[CH:7]=1)=[O:5])[CH3:2]. Given the reactants [CH2:1]([O:3][C:4]([C:6]1[C:11](=[O:12])[NH:10][CH:9](SC)[N:8]([CH2:15][C:16]2[CH:21]=[CH:20][C:19]([Cl:22])=[CH:18][CH:17]=2)[CH:7]=1)=[O:5])[CH3:2].[NH2:23][C:24]1[CH:25]=[CH:26][C:27]2[O:31][C:30]([CH2:32][CH3:33])=[C:29]([CH3:34])[C:28]=2[CH:35]=1.C(O)(C)(C)C.C(=O)([O-])O.[Na+], predict the reaction product. (5) Given the reactants [CH3:1][C:2]1[N:3]([C:9]2[CH:14]=[CH:13][C:12]([CH3:15])=[CH:11][CH:10]=2)[C:4]([CH2:7][NH2:8])=[N:5][N:6]=1.[Br:16][C:17]1[CH:18]=[C:19]([N:23]=[C:24]=[O:25])[CH:20]=[CH:21][CH:22]=1, predict the reaction product. The product is: [Br:16][C:17]1[CH:18]=[C:19]([NH:23][C:24]([NH:8][CH2:7][C:4]2[N:3]([C:9]3[CH:14]=[CH:13][C:12]([CH3:15])=[CH:11][CH:10]=3)[C:2]([CH3:1])=[N:6][N:5]=2)=[O:25])[CH:20]=[CH:21][CH:22]=1. (6) The product is: [Cl:19][CH2:20][C:21]([N:5]1[CH2:6][CH2:7][C@H:3]([OH:2])[C@H:4]1[C:8]([O:10][CH3:11])=[O:9])=[O:22]. Given the reactants Cl.[OH:2][C@H:3]1[CH2:7][CH2:6][NH:5][C@@H:4]1[C:8]([O:10][CH3:11])=[O:9].CCN(CC)CC.[Cl:19][CH2:20][C:21](Cl)=[O:22], predict the reaction product.